Dataset: Full USPTO retrosynthesis dataset with 1.9M reactions from patents (1976-2016). Task: Predict the reactants needed to synthesize the given product. (1) Given the product [OH:35][C:33]1[CH:34]=[C:29]([NH:28][C:2]2[N:7]=[C:6]3[N:8]([CH:11]4[CH2:16][CH2:15][CH2:14][CH2:13][O:12]4)[N:9]=[CH:10][C:5]3=[C:4]([C:17]3[CH:18]=[C:19]([NH:23][C:24](=[O:27])[CH:25]=[CH2:26])[CH:20]=[CH:21][CH:22]=3)[N:3]=2)[CH:30]=[CH:31][C:32]=1[N:36]1[CH2:37][CH2:38][O:39][CH2:40][CH2:41]1, predict the reactants needed to synthesize it. The reactants are: Cl[C:2]1[N:7]=[C:6]2[N:8]([CH:11]3[CH2:16][CH2:15][CH2:14][CH2:13][O:12]3)[N:9]=[CH:10][C:5]2=[C:4]([C:17]2[CH:18]=[C:19]([NH:23][C:24](=[O:27])[CH:25]=[CH2:26])[CH:20]=[CH:21][CH:22]=2)[N:3]=1.[NH2:28][C:29]1[CH:30]=[CH:31][C:32]([N:36]2[CH2:41][CH2:40][O:39][CH2:38][CH2:37]2)=[C:33]([OH:35])[CH:34]=1.C(=O)([O-])[O-].[K+].[K+].C1(P(C2C=CC=CC=2)C2C3OC4C(=CC=CC=4P(C4C=CC=CC=4)C4C=CC=CC=4)C(C)(C)C=3C=CC=2)C=CC=CC=1. (2) Given the product [NH2:34][C:29](=[O:31])[C@@H:28]([NH:27][C:25]([C:7]1[CH:6]=[C:5]([C@H:2]([OH:1])[CH2:3][OH:4])[N:10]=[C:9]([C:11]2[CH:16]=[CH:15][C:14]([O:17][C:18]3[CH:19]=[CH:20][C:21]([F:24])=[CH:22][CH:23]=3)=[CH:13][CH:12]=2)[N:8]=1)=[O:26])[CH3:33], predict the reactants needed to synthesize it. The reactants are: [OH:1][C@@H:2]([C:5]1[N:10]=[C:9]([C:11]2[CH:16]=[CH:15][C:14]([O:17][C:18]3[CH:23]=[CH:22][C:21]([F:24])=[CH:20][CH:19]=3)=[CH:13][CH:12]=2)[N:8]=[C:7]([C:25]([NH:27][C@@H:28]([CH3:33])[C:29]([O:31]C)=O)=[O:26])[CH:6]=1)[CH2:3][OH:4].[NH3:34]. (3) Given the product [NH2:21][C:13]1[CH:14]=[CH:15][C:16]([O:17][CH2:18][CH2:19][CH3:20])=[CH:11][N:12]=1, predict the reactants needed to synthesize it. The reactants are: NC1C=CC(OC)=CN=1.Br[C:11]1[C:16]([O:17][CH2:18][CH2:19][CH3:20])=[CH:15][CH:14]=[C:13]([N+:21]([O-])=O)[N:12]=1.